This data is from Catalyst prediction with 721,799 reactions and 888 catalyst types from USPTO. The task is: Predict which catalyst facilitates the given reaction. (1) Reactant: [CH3:1][N:2]([CH3:18])[C:3]1[C:8]([CH3:9])=[CH:7][N:6]=[C:5]([NH:10][C@@H:11]2[CH2:16][CH2:15][C@H:14]([NH2:17])[CH2:13][CH2:12]2)[N:4]=1.[Cl:19][C:20]1[N:28]=[CH:27][CH:26]=[CH:25][C:21]=1[C:22](Cl)=[O:23].CCN(C(C)C)C(C)C. Product: [Cl:19][C:20]1[N:28]=[CH:27][CH:26]=[CH:25][C:21]=1[C:22]([NH:17][C@H:14]1[CH2:15][CH2:16][C@@H:11]([NH:10][C:5]2[N:4]=[C:3]([N:2]([CH3:1])[CH3:18])[C:8]([CH3:9])=[CH:7][N:6]=2)[CH2:12][CH2:13]1)=[O:23]. The catalyst class is: 2. (2) The catalyst class is: 3. Reactant: [CH3:1][C:2]1[CH:6]=[C:5]([NH:7][C:8]2[C:9]3[CH:10]=[N:11][NH:12][C:13]=3[CH:14]=[CH:15][CH:16]=2)[N:4]([C:17]2[CH:22]=[C:21](S(C)=O)[N:20]=[C:19]([CH3:26])[N:18]=2)[N:3]=1.C(O)(C)C.[NH4+:31].[OH-]. Product: [NH2:31][C:21]1[N:20]=[C:19]([CH3:26])[N:18]=[C:17]([N:4]2[C:5]([NH:7][C:8]3[C:9]4[CH:10]=[N:11][NH:12][C:13]=4[CH:14]=[CH:15][CH:16]=3)=[CH:6][C:2]([CH3:1])=[N:3]2)[CH:22]=1. (3) Reactant: [Cl:1][C:2]1[CH:7]=[CH:6][CH:5]=[CH:4][C:3]=1[N:8]1[CH:12]([C:13]2[CH:14]=[N:15][C:16]([N:19]3[CH2:24][CH2:23][N:22](C(OC(C)(C)C)=O)[CH2:21][CH2:20]3)=[CH:17][CH:18]=2)[CH2:11][C:10]([C:32]([C:38]([F:41])([F:40])[F:39])([C:34]([F:37])([F:36])[F:35])[OH:33])=[N:9]1.Cl. Product: [ClH:1].[Cl:1][C:2]1[CH:7]=[CH:6][CH:5]=[CH:4][C:3]=1[N:8]1[CH:12]([C:13]2[CH:14]=[N:15][C:16]([N:19]3[CH2:24][CH2:23][NH:22][CH2:21][CH2:20]3)=[CH:17][CH:18]=2)[CH2:11][C:10]([C:32]([C:34]([F:36])([F:35])[F:37])([C:38]([F:41])([F:40])[F:39])[OH:33])=[N:9]1. The catalyst class is: 13. (4) Reactant: [OH:1][C:2]1[CH:11]=[CH:10][C:5]([C:6]([O:8][CH3:9])=[O:7])=[CH:4][CH:3]=1.[O:12]1[CH2:17][CH2:16][CH:15](O)[CH2:14][CH2:13]1.C1(P(C2C=CC=CC=2)C2C=CC=CC=2)C=CC=CC=1.N(C(OC(C)C)=O)=NC(OC(C)C)=O. Product: [O:12]1[CH2:17][CH2:16][CH:15]([O:1][C:2]2[CH:3]=[CH:4][C:5]([C:6]([O:8][CH3:9])=[O:7])=[CH:10][CH:11]=2)[CH2:14][CH2:13]1. The catalyst class is: 7. (5) Reactant: [CH2:1]([C:6]1[C:11]([CH:12]=[CH:13][C:14]([O:16]C)=[O:15])=[CH:10][CH:9]=[C:8]([C:18]([F:21])([F:20])[F:19])[N:7]=1)[CH2:2][CH2:3][CH2:4][CH3:5].[Li+].[OH-]. Product: [CH2:1]([C:6]1[C:11]([CH:12]=[CH:13][C:14]([OH:16])=[O:15])=[CH:10][CH:9]=[C:8]([C:18]([F:21])([F:19])[F:20])[N:7]=1)[CH2:2][CH2:3][CH2:4][CH3:5]. The catalyst class is: 20. (6) Reactant: [CH3:1][O:2][C:3]1[CH:8]=[CH:7][C:6]([NH:9][C:10]2[CH:15]=[CH:14][CH:13]=[CH:12][C:11]=2[N+:16]([O-])=O)=[C:5]([CH3:19])[CH:4]=1.CO.Cl. Product: [CH3:1][O:2][C:3]1[CH:8]=[CH:7][C:6]([NH:9][C:10]2[C:11]([NH2:16])=[CH:12][CH:13]=[CH:14][CH:15]=2)=[C:5]([CH3:19])[CH:4]=1. The catalyst class is: 505.